From a dataset of Catalyst prediction with 721,799 reactions and 888 catalyst types from USPTO. Predict which catalyst facilitates the given reaction. (1) Reactant: [CH:1]1([N:5]2[CH2:11][CH2:10][C:9]3[CH:12]=[CH:13][C:14]([NH:16][C:17]([C:19]4[N:20]=[CH:21][C:22]([C:25]([OH:27])=O)=[N:23][CH:24]=4)=[O:18])=[CH:15][C:8]=3[CH2:7][CH2:6]2)[CH2:4][CH2:3][CH2:2]1.[CH3:28][NH2:29]. Product: [CH:1]1([N:5]2[CH2:11][CH2:10][C:9]3[CH:12]=[CH:13][C:14]([NH:16][C:17]([C:19]4[CH:24]=[N:23][C:22]([C:25]([NH:29][CH3:28])=[O:27])=[CH:21][N:20]=4)=[O:18])=[CH:15][C:8]=3[CH2:7][CH2:6]2)[CH2:2][CH2:3][CH2:4]1. The catalyst class is: 9. (2) Reactant: [C:1]([O:5][C:6](=[O:12])[C@H:7]([CH:9]([CH3:11])[CH3:10])[NH2:8])([CH3:4])([CH3:3])[CH3:2].[C:13]([O:17][CH3:18])(=[O:16])[CH:14]=[CH2:15]. Product: [C:1]([O:5][C:6](=[O:12])[C@H:7]([CH:9]([CH3:10])[CH3:11])[NH:8][CH2:15][CH2:14][C:13]([O:17][CH3:18])=[O:16])([CH3:4])([CH3:3])[CH3:2]. The catalyst class is: 5. (3) Reactant: [CH3:1][O:2][C:3]([C@@H:5]1[CH2:18][C@H:17](N)[C:16](=[O:20])[C@H:15]2[C@@:6]1([CH3:28])[CH2:7][CH2:8][C@@H:9]1[C@:14]2([CH3:21])[CH2:13][C@@H:12]([C:22]2[CH:26]=[CH:25][O:24][CH:23]=2)[O:11][C:10]1=[O:27])=[O:4].[C:29](Cl)(=[O:36])[C:30]1[CH:35]=CC=C[CH:31]=1.C[OH:39]. Product: [CH3:1][O:2][C:3]([C@@H:5]1[CH2:18][C@H:17]([O:39][C:29](=[O:36])[CH:30]([CH3:35])[CH3:31])[C:16](=[O:20])[C@H:15]2[C@@:6]1([CH3:28])[CH2:7][CH2:8][C@@H:9]1[C@:14]2([CH3:21])[CH2:13][C@@H:12]([C:22]2[CH:26]=[CH:25][O:24][CH:23]=2)[O:11][C:10]1=[O:27])=[O:4]. The catalyst class is: 79. (4) Reactant: [C:1]1([CH3:21])[CH:6]=[CH:5][C:4]([S:7][CH2:8][CH2:9][C:10]([C:12]2[CH:20]=[CH:19][C:15]([C:16]([OH:18])=[O:17])=[CH:14][CH:13]=2)=[O:11])=[CH:3][CH:2]=1.[OH:22]OS([O-])=O.[K+].[OH2:28]. Product: [S:7]([CH2:8][CH2:9][C:10]([C:12]1[CH:13]=[CH:14][C:15]([C:16]([OH:18])=[O:17])=[CH:19][CH:20]=1)=[O:11])([C:4]1[CH:3]=[CH:2][C:1]([CH3:21])=[CH:6][CH:5]=1)(=[O:22])=[O:28]. The catalyst class is: 5. (5) Reactant: [C:1]1([C:10]2[CH:15]=[CH:14][CH:13]=[CH:12][CH:11]=2)[CH:6]=[CH:5][C:4]([C:7]([OH:9])=O)=[CH:3][CH:2]=1.ON1C2C=CC=CC=2N=N1.C(N=C=NCCCN(C)C)C.CN1CCOCC1.[NH2:44][C:45]1[CH:50]=[CH:49][CH:48]=[CH:47][C:46]=1[NH:51][C:52]([C:54]1[S:55][C:56]2[CH2:57][NH:58][CH2:59][CH2:60][C:61]=2[N:62]=1)=[O:53]. Product: [NH2:44][C:45]1[CH:50]=[CH:49][CH:48]=[CH:47][C:46]=1[NH:51][C:52]([C:54]1[S:55][C:56]2[CH2:57][N:58]([C:7]([C:4]3[CH:3]=[CH:2][C:1]([C:10]4[CH:15]=[CH:14][CH:13]=[CH:12][CH:11]=4)=[CH:6][CH:5]=3)=[O:9])[CH2:59][CH2:60][C:61]=2[N:62]=1)=[O:53]. The catalyst class is: 3. (6) Reactant: [S:1]1[C:5]2[CH:6]=[CH:7][CH:8]=[CH:9][C:4]=2[N:3]=[C:2]1[NH:10][C:11](=[O:18])[C:12]1[CH:17]=[CH:16][CH:15]=[CH:14][CH:13]=1.[H-].[Na+].Br[CH2:22][C:23]([O:25][CH2:26][CH3:27])=[O:24]. Product: [C:11]([N:10]=[C:2]1[N:3]([CH2:22][C:23]([O:25][CH2:26][CH3:27])=[O:24])[C:4]2[CH:9]=[CH:8][CH:7]=[CH:6][C:5]=2[S:1]1)(=[O:18])[C:12]1[CH:17]=[CH:16][CH:15]=[CH:14][CH:13]=1. The catalyst class is: 9. (7) Reactant: C1CCC(N=C=NC2CCCCC2)CC1.[CH2:16]([OH:19])[CH2:17][OH:18].[C:20]([NH:30][C@H:31]([C:35](O)=[O:36])[CH:32]([CH3:34])[CH3:33])([O:22][CH2:23][C:24]1[CH:29]=[CH:28][CH:27]=[CH:26][CH:25]=1)=[O:21]. Product: [C:20]([NH:30][C@H:31]([C:35]([O:18][CH2:17][CH2:16][OH:19])=[O:36])[CH:32]([CH3:34])[CH3:33])([O:22][CH2:23][C:24]1[CH:29]=[CH:28][CH:27]=[CH:26][CH:25]=1)=[O:21]. The catalyst class is: 79. (8) Reactant: Br[CH2:2][C:3](=O)[C:4]([O:6][CH2:7][CH3:8])=[O:5].[NH2:10][C:11](=[S:35])[CH2:12][C@H:13]1[C@H:19]([C:20]2[CH:25]=[CH:24][C:23]([Cl:26])=[C:22]([Cl:27])[CH:21]=2)[O:18][CH2:17][CH2:16][N:15]([C:28]([O:30][C:31]([CH3:34])([CH3:33])[CH3:32])=[O:29])[CH2:14]1.C(N(CC)CC)C.C(OC(OC(C)(C)C)=O)(OC(C)(C)C)=O.C(=O)([O-])O.[Na+]. Product: [Cl:27][C:22]1[CH:21]=[C:20]([C@@H:19]2[O:18][CH2:17][CH2:16][N:15]([C:28]([O:30][C:31]([CH3:32])([CH3:33])[CH3:34])=[O:29])[CH2:14][C@H:13]2[CH2:12][C:11]2[S:35][CH:2]=[C:3]([C:4]([O:6][CH2:7][CH3:8])=[O:5])[N:10]=2)[CH:25]=[CH:24][C:23]=1[Cl:26]. The catalyst class is: 14. (9) Reactant: [C:1]([O:5][C:6]([N:8]1[CH2:12][CH2:11][C:10]([C:14]2[CH:19]=[CH:18][C:17]([F:20])=[C:16]([F:21])[CH:15]=2)([OH:13])[CH2:9]1)=[O:7])([CH3:4])([CH3:3])[CH3:2].[H-].[Na+].I[CH3:25]. Product: [F:21][C:16]1[CH:15]=[C:14]([C:10]2([O:13][CH3:25])[CH2:11][CH2:12][N:8]([C:6]([O:5][C:1]([CH3:4])([CH3:2])[CH3:3])=[O:7])[CH2:9]2)[CH:19]=[CH:18][C:17]=1[F:20]. The catalyst class is: 7. (10) Reactant: [CH2:1]([C:4]1[C:5]([Cl:14])=[N:6][C:7]2[N:8]([N:11]=[CH:12][CH:13]=2)[C:9]=1[Cl:10])[CH:2]=[CH2:3].CSC.B.[OH-:19].[Na+].OO. Product: [Cl:14][C:5]1[C:4]([CH2:1][CH2:2][CH2:3][OH:19])=[C:9]([Cl:10])[N:8]2[N:11]=[CH:12][CH:13]=[C:7]2[N:6]=1. The catalyst class is: 7.